Predict the reactants needed to synthesize the given product. From a dataset of Full USPTO retrosynthesis dataset with 1.9M reactions from patents (1976-2016). (1) The reactants are: [CH2:13](CC[N:10]=[C:11]=[O:12])[CH2:14]CC[N:5]=[C:6]=[O:7].[CH2:13](CC[N:10]=[C:11]=[O:12])[CH2:14]CC[N:5]=[C:6]=[O:7].C(CCN=C=[O:31])CCCN=C=[O:31].C([O-])(=O)CCCCCCCCCCC.C([O-])(=O)CCCCCCCCCCC.C([Sn+2]CCCC)CCC. Given the product [N-:5]=[C:6]=[O:7].[NH2:10][C:11]([O:12][CH2:13][CH3:14])=[O:31], predict the reactants needed to synthesize it. (2) Given the product [Br:1][C:2]1[C:3](=[O:28])[N:4]([CH2:13][CH2:14][C:15]2[CH:27]=[CH:26][C:18]([C:19]([O:21][C:22]([CH3:24])([CH3:23])[CH3:25])=[O:20])=[CH:17][CH:16]=2)[C:5]([CH2:11][N:44]2[CH2:45][CH2:46][CH2:47][C@@H:43]2[CH2:39][CH:40]([CH3:42])[CH3:41])=[C:6]([CH:8]2[CH2:10][CH2:9]2)[CH:7]=1, predict the reactants needed to synthesize it. The reactants are: [Br:1][C:2]1[C:3](=[O:28])[N:4]([CH2:13][CH2:14][C:15]2[CH:27]=[CH:26][C:18]([C:19]([O:21][C:22]([CH3:25])([CH3:24])[CH3:23])=[O:20])=[CH:17][CH:16]=2)[C:5]([CH2:11]Br)=[C:6]([CH:8]2[CH2:10][CH2:9]2)[CH:7]=1.C(N(C(C)C)C(C)C)C.Cl.[CH2:39]([C@H:43]1[CH2:47][CH2:46][CH2:45][NH:44]1)[CH:40]([CH3:42])[CH3:41].O. (3) Given the product [CH3:1][NH:2][CH2:3][CH2:4][CH:5]([O:12][C:13]1[CH:18]=[CH:17][C:16]([C:19]([F:20])([F:22])[F:21])=[CH:15][CH:14]=1)[C:6]1[CH:7]=[CH:8][CH:9]=[CH:10][CH:11]=1.[ClH:23].[C:24]([OH:32])(=[O:31])[C:25]1[CH:30]=[CH:29][CH:28]=[CH:27][CH:26]=1.[C:3](#[N:2])[CH3:4], predict the reactants needed to synthesize it. The reactants are: [CH3:1][NH:2][CH2:3][CH2:4][CH:5]([O:12][C:13]1[CH:14]=[CH:15][C:16]([C:19]([F:22])([F:21])[F:20])=[CH:17][CH:18]=1)[C:6]1[CH:7]=[CH:8][CH:9]=[CH:10][CH:11]=1.[ClH:23].[C:24]([OH:32])(=[O:31])[C:25]1[CH:30]=[CH:29][CH:28]=[CH:27][CH:26]=1. (4) Given the product [I:9][C:10]1[C:11]([F:20])=[CH:12][C:13]([CH:19]=[CH:3][N:4]([CH3:6])[CH3:5])=[C:14]([N+:16]([O-:18])=[O:17])[CH:15]=1, predict the reactants needed to synthesize it. The reactants are: CO[CH:3](OC)[N:4]([CH3:6])[CH3:5].[I:9][C:10]1[CH:15]=[C:14]([N+:16]([O-:18])=[O:17])[C:13]([CH3:19])=[CH:12][C:11]=1[F:20]. (5) Given the product [C:2]([CH:4]1[CH2:7][N:6]([C:15]([O:17][C:18]([CH3:21])([CH3:20])[CH3:19])=[O:16])[CH2:5]1)#[N:3], predict the reactants needed to synthesize it. The reactants are: Cl.[C:2]([CH:4]1[CH2:7][NH:6][CH2:5]1)#[N:3].C(N(CC)CC)C.[C:15](O[C:15]([O:17][C:18]([CH3:21])([CH3:20])[CH3:19])=[O:16])([O:17][C:18]([CH3:21])([CH3:20])[CH3:19])=[O:16]. (6) Given the product [CH2:17]([O:10][C:5]1[CH:4]=[CH:3][C:2]([Cl:1])=[CH:9][C:6]=1[CH:7]=[O:8])[C:18]1[CH:23]=[CH:22][CH:21]=[CH:20][CH:19]=1, predict the reactants needed to synthesize it. The reactants are: [Cl:1][C:2]1[CH:3]=[CH:4][C:5]([OH:10])=[C:6]([CH:9]=1)[CH:7]=[O:8].CC(C)([O-])C.[K+].[CH2:17](Br)[C:18]1[CH:23]=[CH:22][CH:21]=[CH:20][CH:19]=1.